Dataset: Forward reaction prediction with 1.9M reactions from USPTO patents (1976-2016). Task: Predict the product of the given reaction. (1) Given the reactants [CH3:1][O:2][CH2:3][CH2:4][N:5]1[C:9]2[CH:10]=[CH:11][C:12]([C:14](O)=[O:15])=[CH:13][C:8]=2[N:7]=[C:6]1[NH:17][C:18]1[S:19][C:20]2[CH:26]=[C:25]([O:27][C:28]([F:31])([F:30])[F:29])[CH:24]=[CH:23][C:21]=2[N:22]=1.[NH2:32][CH2:33][C:34]([N:36]1[CH2:41][CH2:40][N:39]([CH3:42])[CH2:38][CH2:37]1)=[O:35].CN(C(ON1N=NC2C=CC=CC1=2)=[N+](C)C)C.F[P-](F)(F)(F)(F)F.CCN(C(C)C)C(C)C, predict the reaction product. The product is: [CH3:42][N:39]1[CH2:40][CH2:41][N:36]([C:34](=[O:35])[CH2:33][NH:32][C:14]([C:12]2[CH:11]=[CH:10][C:9]3[N:5]([CH2:4][CH2:3][O:2][CH3:1])[C:6]([NH:17][C:18]4[S:19][C:20]5[CH:26]=[C:25]([O:27][C:28]([F:31])([F:29])[F:30])[CH:24]=[CH:23][C:21]=5[N:22]=4)=[N:7][C:8]=3[CH:13]=2)=[O:15])[CH2:37][CH2:38]1. (2) Given the reactants [C:1]([O:7][CH3:8])(=[O:6])[C:2]([O:4]C)=O.[CH3:9][O-].[Na+].[Cl:12][C:13]1[CH:14]=[CH:15][C:16]([C:19](=[O:21])[CH3:20])=[N:17][CH:18]=1.O, predict the reaction product. The product is: [CH2:8]([O:7][C:1](=[O:6])[C:2](=[O:4])[CH2:20][C:19]([C:16]1[CH:15]=[CH:14][C:13]([Cl:12])=[CH:18][N:17]=1)=[O:21])[CH3:9]. (3) Given the reactants [Br:1][CH2:2][C:3](Br)=[O:4].[F:6][C:7]1[CH:8]=[C:9]([CH:12]=[CH:13][CH:14]=1)[NH:10][CH3:11].C(=O)(O)[O-].[Na+], predict the reaction product. The product is: [Br:1][CH2:2][C:3]([N:10]([C:9]1[CH:12]=[CH:13][CH:14]=[C:7]([F:6])[CH:8]=1)[CH3:11])=[O:4]. (4) Given the reactants [Cl:1][C:2]1[C:3]([CH3:9])=[CH:4][C:5]([NH2:8])=[N:6][CH:7]=1.[N+:10]([O-])([OH:12])=[O:11].[OH-].[NH4+], predict the reaction product. The product is: [Cl:1][C:2]1[C:3]([CH3:9])=[C:4]([N+:10]([O-:12])=[O:11])[C:5]([NH2:8])=[N:6][CH:7]=1. (5) The product is: [F:9][C:10]([F:15])([F:14])[C:11]([OH:13])=[O:12].[CH3:8][N:7]1[CH2:6][CH2:5][NH:4][CH2:3][CH:2]1[CH3:1]. Given the reactants [CH3:1][CH:2]1[N:7]([CH3:8])[CH2:6][CH2:5][NH:4][CH2:3]1.[F:9][C:10]([F:15])([F:14])[C:11]([OH:13])=[O:12], predict the reaction product. (6) Given the reactants [CH2:1]([O:8][C:9]1[C:14]([O:15][CH3:16])=[CH:13][C:12](/[CH:17]=[CH:18]/[C:19]([NH:21][CH2:22][CH2:23][C:24]2[CH:29]=[CH:28][C:27]([O:30][CH3:31])=[C:26]([O:32][CH2:33][C:34]3[CH:39]=[CH:38][CH:37]=[CH:36][CH:35]=3)[CH:25]=2)=O)=[CH:11][C:10]=1[O:40][CH3:41])[C:2]1[CH:7]=[CH:6][CH:5]=[CH:4][CH:3]=1.O=P(Cl)(Cl)Cl.[BH4-].[Na+], predict the reaction product. The product is: [CH2:33]([O:32][C:26]1[CH:25]=[C:24]2[C:29](=[CH:28][C:27]=1[O:30][CH3:31])[CH:19](/[CH:18]=[CH:17]/[C:12]1[CH:11]=[C:10]([O:40][CH3:41])[C:9]([O:8][CH2:1][C:2]3[CH:7]=[CH:6][CH:5]=[CH:4][CH:3]=3)=[C:14]([O:15][CH3:16])[CH:13]=1)[NH:21][CH2:22][CH2:23]2)[C:34]1[CH:35]=[CH:36][CH:37]=[CH:38][CH:39]=1.